This data is from Catalyst prediction with 721,799 reactions and 888 catalyst types from USPTO. The task is: Predict which catalyst facilitates the given reaction. (1) Reactant: [C:1]1([C:7]2[N:8]=[C:9]([NH:12][CH2:13][CH2:14][C:15]3[CH:20]=[CH:19][CH:18]=[CH:17][CH:16]=3)[S:10][CH:11]=2)[CH:6]=[CH:5][CH:4]=[CH:3][CH:2]=1.[H-].[Na+].Cl[CH2:24][C:25]1[CH:26]=[C:27]([CH:30]=[CH:31][C:32]=1[O:33][CH2:34][CH:35]([CH3:37])[CH3:36])[CH:28]=[O:29].[I-].[Na+]. Product: [CH2:34]([O:33][C:32]1[CH:31]=[CH:30][C:27]([CH:28]=[O:29])=[CH:26][C:25]=1[CH2:24][N:12]([CH2:13][CH2:14][C:15]1[CH:16]=[CH:17][CH:18]=[CH:19][CH:20]=1)[C:9]1[S:10][CH:11]=[C:7]([C:1]2[CH:6]=[CH:5][CH:4]=[CH:3][CH:2]=2)[N:8]=1)[CH:35]([CH3:37])[CH3:36]. The catalyst class is: 42. (2) The catalyst class is: 4. Product: [CH3:1][O:2][C:3]1[CH:4]=[CH:5][C:6]([N:9]2[C:13]([C:14]3[CH:19]=[CH:18][C:17]([O:20][CH3:21])=[CH:16][CH:15]=3)=[N:12][C:11]([S:22]([CH3:23])=[O:32])=[N:10]2)=[CH:7][CH:8]=1. Reactant: [CH3:1][O:2][C:3]1[CH:8]=[CH:7][C:6]([N:9]2[C:13]([C:14]3[CH:19]=[CH:18][C:17]([O:20][CH3:21])=[CH:16][CH:15]=3)=[N:12][C:11]([S:22][CH3:23])=[N:10]2)=[CH:5][CH:4]=1.ClC1C=CC=C(C(OO)=[O:32])C=1. (3) Reactant: [CH3:1][O:2][C:3]1[CH:4]=[C:5]2[C:10](=[CH:11][C:12]=1[O:13][CH3:14])[N:9]=[CH:8][CH:7]=[C:6]2[O:15][C:16]1[C:22]([CH3:23])=[CH:21][C:19]([NH2:20])=[C:18]([CH3:24])[CH:17]=1.C1(C)C=CC=CC=1.C(N(CC)CC)C.ClC(Cl)(O[C:43](=[O:49])[O:44][C:45](Cl)(Cl)Cl)Cl.[F:51][C:52]1[CH:53]=[C:54]([CH:60]=[CH:61][CH:62]=1)[O:55][CH2:56][CH2:57]CO. Product: [CH3:1][O:2][C:3]1[CH:4]=[C:5]2[C:10](=[CH:11][C:12]=1[O:13][CH3:14])[N:9]=[CH:8][CH:7]=[C:6]2[O:15][C:16]1[C:22]([CH3:23])=[CH:21][C:19]([NH:20][C:43](=[O:49])[O:44][CH2:45][CH2:57][CH2:56][O:55][C:54]2[CH:60]=[CH:61][CH:62]=[C:52]([F:51])[CH:53]=2)=[C:18]([CH3:24])[CH:17]=1. The catalyst class is: 2. (4) Product: [CH2:28]([C:35]1[N:40]=[N:39][C:38]([N:41]2[CH2:46][CH2:45][N:44]([C:47]3[CH:52]=[N:51][C:50]([C:53]([CH3:2])=[CH2:54])=[CH:49][N:48]=3)[C@H:43]([CH3:56])[CH2:42]2)=[C:37]([CH3:57])[C:36]=1[CH3:58])[C:29]1[CH:34]=[CH:33][CH:32]=[CH:31][CH:30]=1. The catalyst class is: 1. Reactant: [I-].[CH3:2][P+](C1C=CC=CC=1)(C1C=CC=CC=1)C1C=CC=CC=1.CC(C)([O-])C.[K+].[CH2:28]([C:35]1[N:40]=[N:39][C:38]([N:41]2[CH2:46][CH2:45][N:44]([C:47]3[CH:52]=[N:51][C:50]([C:53](=O)[CH3:54])=[CH:49][N:48]=3)[C@H:43]([CH3:56])[CH2:42]2)=[C:37]([CH3:57])[C:36]=1[CH3:58])[C:29]1[CH:34]=[CH:33][CH:32]=[CH:31][CH:30]=1. (5) Reactant: [Cl:1][C:2]1[CH:3]=[C:4]([NH:16][C:17]2[C:29]3[C:28]4[CH2:27][CH2:26][N:25]([C:30](=[O:40])[CH:31]=[CH:32][CH2:33][CH2:34]OS(C)(=O)=O)[CH2:24][C:23]=4[S:22][C:21]=3[N:20]=[CH:19][N:18]=2)[CH:5]=[CH:6][C:7]=1[O:8][CH2:9][C:10]1[CH:15]=[CH:14][CH:13]=[CH:12][N:11]=1.C(=O)([O-])[O-].[Cs+].[Cs+].[CH3:47][NH:48][CH3:49]. Product: [Cl:1][C:2]1[CH:3]=[C:4]([NH:16][C:17]2[C:29]3[C:28]4[CH2:27][CH2:26][N:25]([C:30](=[O:40])[CH:31]=[CH:32][CH2:33][CH2:34][N:48]([CH3:49])[CH3:47])[CH2:24][C:23]=4[S:22][C:21]=3[N:20]=[CH:19][N:18]=2)[CH:5]=[CH:6][C:7]=1[O:8][CH2:9][C:10]1[CH:15]=[CH:14][CH:13]=[CH:12][N:11]=1. The catalyst class is: 3. (6) Reactant: [Cl:1][C:2]1[C:7]([Cl:8])=[C:6](I)[CH:5]=[CH:4][N:3]=1.[CH3:10][C:11]1([CH3:23])[CH2:16][NH:15][CH2:14][CH2:13][N:12]1[C:17]1[CH:22]=[CH:21][CH:20]=[CH:19][CH:18]=1.CCN(C(C)C)C(C)C. Product: [Cl:1][C:2]1[C:7]([Cl:8])=[C:6]([N:15]2[CH2:14][CH2:13][N:12]([C:17]3[CH:22]=[CH:21][CH:20]=[CH:19][CH:18]=3)[C:11]([CH3:23])([CH3:10])[CH2:16]2)[CH:5]=[CH:4][N:3]=1. The catalyst class is: 23. (7) The catalyst class is: 14. Reactant: Cl[C:2]1[CH:7]=[C:6]([Cl:8])[N:5]=[C:4]([O:9][CH3:10])[N:3]=1.[CH3:11][N:12]1[C:17]2[CH:18]=[CH:19][CH:20]=[CH:21][C:16]=2[O:15][CH:14]([CH2:22][NH2:23])[CH2:13]1.C([O-])(O)=O.[Na+]. Product: [Cl:8][C:6]1[N:5]=[C:4]([O:9][CH3:10])[N:3]=[C:2]([NH:23][CH2:22][CH:14]2[CH2:13][N:12]([CH3:11])[C:17]3[CH:18]=[CH:19][CH:20]=[CH:21][C:16]=3[O:15]2)[CH:7]=1. (8) Reactant: CC1(C)COB([C:8]2[CH:9]=[C:10]([N:14]3[CH:18]=[N:17][CH:16]=[N:15]3)[CH:11]=[CH:12][CH:13]=2)OC1.Br[C:21]1[N:25]2[N:26]=[CH:27][C:28]([C:30]([F:33])([F:32])[F:31])=[N:29][C:24]2=[N:23][CH:22]=1.C([O-])([O-])=O.[Na+].[Na+]. Product: [N:14]1([C:10]2[CH:9]=[C:8]([C:21]3[N:25]4[N:26]=[CH:27][C:28]([C:30]([F:31])([F:32])[F:33])=[N:29][C:24]4=[N:23][CH:22]=3)[CH:13]=[CH:12][CH:11]=2)[CH:18]=[N:17][CH:16]=[N:15]1. The catalyst class is: 104.